This data is from Full USPTO retrosynthesis dataset with 1.9M reactions from patents (1976-2016). The task is: Predict the reactants needed to synthesize the given product. (1) Given the product [CH2:41]([N:1]([C:2]1[C:17]2[CH2:16][CH:15]=[CH:14][CH2:13][CH2:12][C:11]3[CH:18]=[C:19]([CH3:24])[N:20]=[C:21]([O:22][CH3:23])[C:10]=3[CH2:9][NH:8][C:7](=[O:25])[C:6]=2[CH:5]=[CH:4][CH:3]=1)[CH:27]1[CH2:40][C:29]2([CH2:32][N:31]([C:33]([O:35][C:36]([CH3:39])([CH3:38])[CH3:37])=[O:34])[CH2:30]2)[CH2:28]1)[CH3:42], predict the reactants needed to synthesize it. The reactants are: [NH2:1][C:2]1[C:17]2[CH2:16][CH:15]=[CH:14][CH2:13][CH2:12][C:11]3[CH:18]=[C:19]([CH3:24])[N:20]=[C:21]([O:22][CH3:23])[C:10]=3[CH2:9][NH:8][C:7](=[O:25])[C:6]=2[CH:5]=[CH:4][CH:3]=1.O=[C:27]1[CH2:40][C:29]2([CH2:32][N:31]([C:33]([O:35][C:36]([CH3:39])([CH3:38])[CH3:37])=[O:34])[CH2:30]2)[CH2:28]1.[CH3:41][C:42](O)=O.[BH-](OC(C)=O)(OC(C)=O)OC(C)=O.[Na+].C(=O)C.C([O-])(O)=O.[Na+]. (2) Given the product [CH2:14]([N:7]1[C:8](=[O:9])[C:10]2[NH:13][C:24]([C:21]3[N:22]=[N:23][C:18]([OH:17])=[CH:19][CH:20]=3)=[N:12][C:11]=2[N:4]([CH2:1][CH2:2][CH3:3])[C:5]1=[O:6])[CH2:15][CH3:16], predict the reactants needed to synthesize it. The reactants are: [CH2:1]([N:4]1[C:11]([NH2:12])=[C:10]([NH2:13])[C:8](=[O:9])[N:7]([CH2:14][CH2:15][CH3:16])[C:5]1=[O:6])[CH2:2][CH3:3].[OH:17][C:18]1[N:23]=[N:22][C:21]([C:24](O)=O)=[CH:20][CH:19]=1.Cl.CN(C)CCCN=C=NCC.O.